This data is from Reaction yield outcomes from USPTO patents with 853,638 reactions. The task is: Predict the reaction yield, written as a fraction of the theoretical maximum amount of product (1.0 means a 100% yield; for example, 0.34 means a 34% yield). (1) The reactants are Cl[CH2:2][C:3]([O:5]C)=[O:4].[Br:7][C:8]1[C:9]([OH:17])=[C:10]([CH:13]=[C:14]([F:16])[CH:15]=1)[CH:11]=O.C(=O)([O-])[O-].[K+].[K+].[OH-].[K+]. The catalyst is O1CCCC1.O. The product is [Br:7][C:8]1[C:9]2[O:17][C:2]([C:3]([OH:5])=[O:4])=[CH:11][C:10]=2[CH:13]=[C:14]([F:16])[CH:15]=1. The yield is 0.630. (2) The reactants are C1(P(N=[N+]=[N-])(C2C=CC=CC=2)=[O:8])C=CC=CC=1.[Br:18][C:19]1[C:20](C(O)=O)=[CH:21][C:22]2[N:23]([CH:25]=[C:26]([C:28]3[CH:33]=[CH:32][CH:31]=[CH:30][CH:29]=3)[N:27]=2)[CH:24]=1.C([N:39]([CH2:42]C)CC)C.[C:44]([OH:48])([CH3:47])([CH3:46])[CH3:45]. The catalyst is C(OCC)(=O)C. The product is [C:44]([O:48][C:42](=[O:8])[NH:39][C:20]1[C:19]([Br:18])=[CH:24][N:23]2[CH:25]=[C:26]([C:28]3[CH:29]=[CH:30][CH:31]=[CH:32][CH:33]=3)[N:27]=[C:22]2[CH:21]=1)([CH3:47])([CH3:46])[CH3:45]. The yield is 0.250. (3) The reactants are IC.[F:3][C:4]1[C:9]2[NH:10][C:11](=[O:13])[O:12][C:8]=2[CH:7]=[C:6]([N+:14]([O-:16])=[O:15])[CH:5]=1.N12CCCN=C1CCCC[CH2:18]2. The catalyst is CN(C=O)C.C(OCC)(=O)C. The product is [F:3][C:4]1[C:9]2[N:10]([CH3:18])[C:11](=[O:13])[O:12][C:8]=2[CH:7]=[C:6]([N+:14]([O-:16])=[O:15])[CH:5]=1. The yield is 0.830.